From a dataset of Aqueous solubility values for 9,982 compounds from the AqSolDB database. Regression/Classification. Given a drug SMILES string, predict its absorption, distribution, metabolism, or excretion properties. Task type varies by dataset: regression for continuous measurements (e.g., permeability, clearance, half-life) or binary classification for categorical outcomes (e.g., BBB penetration, CYP inhibition). For this dataset (solubility_aqsoldb), we predict Y. The compound is C/C=C\C(=O)O. The Y is 1.06 log mol/L.